Dataset: Catalyst prediction with 721,799 reactions and 888 catalyst types from USPTO. Task: Predict which catalyst facilitates the given reaction. (1) Reactant: Br[CH2:2][C:3]1[C:4]([I:10])=[CH:5][C:6]([F:9])=[N:7][CH:8]=1.[NH:11]1[CH2:16][CH2:15][O:14][CH2:13][CH2:12]1.CC#N.C(N(CC)C(C)C)(C)C. Product: [F:9][C:6]1[N:7]=[CH:8][C:3]([CH2:2][N:11]2[CH2:16][CH2:15][O:14][CH2:13][CH2:12]2)=[C:4]([I:10])[CH:5]=1. The catalyst class is: 4. (2) Reactant: Cl[CH2:2][C:3]1[S:4][CH:5]=[CH:6][C:7]=1[S:8]([N:11]([CH3:26])[C:12]1[CH:13]=[CH:14][CH:15]=[C:16]2[C:20]=1[NH:19][C:18]([C:21]1[S:22][CH:23]=[CH:24][N:25]=1)=[CH:17]2)(=[O:10])=[O:9].C(N(CC)CC)C.[C:34]([N:37]1[CH2:42][CH2:41][NH:40][CH2:39][CH2:38]1)(=[O:36])[CH3:35]. Product: [C:34]([N:37]1[CH2:42][CH2:41][N:40]([CH2:2][C:3]2[S:4][CH:5]=[CH:6][C:7]=2[S:8]([N:11]([CH3:26])[C:12]2[CH:13]=[CH:14][CH:15]=[C:16]3[C:20]=2[NH:19][C:18]([C:21]2[S:22][CH:23]=[CH:24][N:25]=2)=[CH:17]3)(=[O:10])=[O:9])[CH2:39][CH2:38]1)(=[O:36])[CH3:35]. The catalyst class is: 7. (3) Reactant: [CH2:1]([N:8]1[CH:12]=[C:11]([C@@H:13]2[C@@:17]3([CH3:45])[CH2:18][C@@H:19]([O:41]COC)[CH:20]4[C@:33]56[C@@:24]([OH:40])([CH2:25][C@@H:26]([O:36]COC)[CH2:27][C@H:28]5[O:29]C(C)(C)[O:31][CH2:32]6)[CH2:23][CH2:22][CH:21]4[C@@:16]3([O:46]COC)[CH2:15][CH2:14]2)[N:10]=[N:9]1)[C:2]1[CH:7]=[CH:6][CH:5]=[CH:4][CH:3]=1. Product: [CH2:1]([N:8]1[CH:12]=[C:11]([C@@H:13]2[C@:17]3([CH3:45])[C@@:16]([OH:46])([CH:21]4[CH:20]([C@H:19]([OH:41])[CH2:18]3)[C@:33]3([CH2:32][OH:31])[C@@:24]([OH:40])([CH2:25][C@@H:26]([OH:36])[CH2:27][C@H:28]3[OH:29])[CH2:23][CH2:22]4)[CH2:15][CH2:14]2)[N:10]=[N:9]1)[C:2]1[CH:7]=[CH:6][CH:5]=[CH:4][CH:3]=1. The catalyst class is: 209. (4) Reactant: [CH:1]1[C:6](/[CH:7]=[CH:8]/[CH:9]=[CH:10]/[C:11](N2CCCCC2)=[O:12])=[CH:5][C:4]2[O:19][CH2:20][O:21][C:3]=2[CH:2]=1.[OH-:22].[K+].Cl. Product: [O:21]1[C:3]2[CH:2]=[CH:1][C:6](/[CH:7]=[CH:8]/[CH:9]=[CH:10]/[C:11]([OH:12])=[O:22])=[CH:5][C:4]=2[O:19][CH2:20]1. The catalyst class is: 8. (5) Reactant: [Br:1][CH2:2][CH2:3][CH2:4][O:5][C:6]1[CH:11]=[CH:10][C:9]([N+:12]([O-])=O)=[CH:8][C:7]=1[C:15]1[CH:20]=[CH:19][CH:18]=[CH:17][CH:16]=1. Product: [Br:1][CH2:2][CH2:3][CH2:4][O:5][C:6]1[C:7]([C:15]2[CH:20]=[CH:19][CH:18]=[CH:17][CH:16]=2)=[CH:8][C:9]([NH2:12])=[CH:10][CH:11]=1. The catalyst class is: 361. (6) Reactant: [C:9](O[C:9]([O:11][C:12]([CH3:15])([CH3:14])[CH3:13])=[O:10])([O:11][C:12]([CH3:15])([CH3:14])[CH3:13])=[O:10].Cl.[SH:17][CH2:18][CH2:19][NH2:20].ClCCl. Product: [SH:17][CH2:18][CH2:19][NH:20][C:9]([O:11][C:12]([CH3:13])([CH3:14])[CH3:15])=[O:10]. The catalyst class is: 66. (7) Reactant: [CH2:1]([C:3]1[N:7]([CH3:8])[C:6]2[CH:9]=[C:10]([N:13]3[CH:18]=[CH:17][C:16]([OH:19])=[CH:15][C:14]3=[O:20])[CH:11]=[CH:12][C:5]=2[N:4]=1)[CH3:2].[F:21][C:22]1[S:26][C:25]([CH2:27]O)=[CH:24][CH:23]=1.C(P(CCCC)CCCC)CCC.N(C(N1CCCCC1)=O)=NC(N1CCCCC1)=O. Product: [CH2:1]([C:3]1[N:7]([CH3:8])[C:6]2[CH:9]=[C:10]([N:13]3[CH:18]=[CH:17][C:16]([O:19][CH2:27][C:25]4[S:26][C:22]([F:21])=[CH:23][CH:24]=4)=[CH:15][C:14]3=[O:20])[CH:11]=[CH:12][C:5]=2[N:4]=1)[CH3:2]. The catalyst class is: 1.